This data is from Reaction yield outcomes from USPTO patents with 853,638 reactions. The task is: Predict the reaction yield, written as a fraction of the theoretical maximum amount of product (1.0 means a 100% yield; for example, 0.34 means a 34% yield). (1) The reactants are [CH2:1]1[CH:6]2[CH2:7][CH2:8][CH2:9][N:5]2[CH2:4][CH2:3][N:2]1[C:10]1[CH:19]=[CH:18][C:13]([C:14]([O:16]C)=O)=[CH:12][CH:11]=1.[NH2:20][C:21]1[N:25](C(OC(C)(C)C)=O)[N:24]=[C:23]([CH2:33][CH2:34][C:35]2[CH:40]=[C:39]([O:41][CH3:42])[CH:38]=[C:37]([O:43][CH3:44])[CH:36]=2)[CH:22]=1.C[Si]([N-][Si](C)(C)C)(C)C.[Na+]. The catalyst is C1COCC1. The product is [CH2:1]1[CH:6]2[CH2:7][CH2:8][CH2:9][N:5]2[CH2:4][CH2:3][N:2]1[C:10]1[CH:11]=[CH:12][C:13]([C:14]([NH:20][C:21]2[NH:25][N:24]=[C:23]([CH2:33][CH2:34][C:35]3[CH:40]=[C:39]([O:41][CH3:42])[CH:38]=[C:37]([O:43][CH3:44])[CH:36]=3)[CH:22]=2)=[O:16])=[CH:18][CH:19]=1. The yield is 0.100. (2) The reactants are [Br:1][C:2]1[CH:7]=[CH:6][C:5]([NH:8][C:9]2[S:10][C:11]3[CH:17]=[CH:16][CH:15]=[C:14](C)[C:12]=3[N:13]=2)=[C:4]([F:19])[CH:3]=1.BrC1C=CC(NC2SC3C=C(OC(F)(F)[F:39])C=CC=3N=2)=C(F)C=1.ClC1SC2C=C(F)C=CC=2N=1.FC1C=C(Br)C=CC=1N. No catalyst specified. The product is [Br:1][C:2]1[CH:7]=[CH:6][C:5]([NH:8][C:9]2[S:10][C:11]3[CH:17]=[C:16]([F:39])[CH:15]=[CH:14][C:12]=3[N:13]=2)=[C:4]([F:19])[CH:3]=1. The yield is 0.780. (3) The reactants are Cl[C:2]1[N:7]=[C:6]([C:8]2[C:16]3[C:11](=[N:12][CH:13]=[CH:14][CH:15]=3)[NH:10][N:9]=2)[C:5]([C:17]([F:20])([F:19])[F:18])=[CH:4][CH:3]=1.C([O-])([O-])=O.[K+].[K+].[C:27](=O)([O-])[NH2:28].C[N:32]([CH:34]=O)C. The catalyst is C(Cl)Cl.C(O)(C(F)(F)F)=O.C(Cl)Cl. The product is [NH2:32][CH:34]1[CH2:6][CH2:5][CH:4]([CH2:27][NH:28][C:2]2[CH:3]=[CH:4][C:5]([C:17]([F:20])([F:19])[F:18])=[C:6]([C:8]3[C:16]4[C:11](=[N:12][CH:13]=[CH:14][CH:15]=4)[NH:10][N:9]=3)[N:7]=2)[CH2:3][CH2:2]1. The yield is 0.170. (4) The reactants are Br[C:2]1[CH:3]=[CH:4][C:5]2[C:11]3[S:12][C:13]([C:15]([N:17]([C:19]4[CH:24]=[CH:23][C:22]([C:25]([N:27]5[CH2:32][CH2:31][N:30]([CH3:33])[CH2:29][CH2:28]5)=[O:26])=[CH:21][C:20]=4[Cl:34])[CH3:18])=[O:16])=[CH:14][C:10]=3[CH2:9][CH2:8][O:7][C:6]=2[CH:35]=1.O1CCOCC1.C1(P(C2C=CC=CC=2)C2C3OC4C(=CC=CC=4P(C4C=CC=CC=4)C4C=CC=CC=4)C(C)(C)C=3C=CC=2)C=CC=CC=1.[C:84]([NH2:87])(=[O:86])[CH3:85].C(=O)([O-])[O-].[Cs+].[Cs+]. The catalyst is C1C=CC(/C=C/C(/C=C/C2C=CC=CC=2)=O)=CC=1.C1C=CC(/C=C/C(/C=C/C2C=CC=CC=2)=O)=CC=1.C1C=CC(/C=C/C(/C=C/C2C=CC=CC=2)=O)=CC=1.[Pd].[Pd]. The product is [C:84]([NH:87][C:2]1[CH:3]=[CH:4][C:5]2[C:11]3[S:12][C:13]([C:15]([N:17]([C:19]4[CH:24]=[CH:23][C:22]([C:25]([N:27]5[CH2:32][CH2:31][N:30]([CH3:33])[CH2:29][CH2:28]5)=[O:26])=[CH:21][C:20]=4[Cl:34])[CH3:18])=[O:16])=[CH:14][C:10]=3[CH2:9][CH2:8][O:7][C:6]=2[CH:35]=1)(=[O:86])[CH3:85]. The yield is 0.0550. (5) The reactants are N(C(OCC)=O)=NC(OCC)=O.[Cl:13][C:14]1[CH:33]=[CH:32][C:17]([NH:18][C:19]2[C:28]3[C:23](=[CH:24][C:25]([OH:31])=[C:26]([O:29][CH3:30])[CH:27]=3)[N:22]=[CH:21][N:20]=2)=[C:16]([F:34])[CH:15]=1.C1(P(C2C=CC=CC=2)C2C=CC=CC=2)C=CC=CC=1.O[CH2:55][CH2:56][CH2:57][N:58]1[CH2:62][CH2:61][CH2:60][C@H:59]1[C:63]([NH2:65])=[O:64]. The catalyst is C(Cl)Cl. The product is [ClH:13].[C:63]([C@@H:59]1[CH2:60][CH2:61][CH2:62][N:58]1[CH2:57][CH2:56][CH2:55][O:31][C:25]1[CH:24]=[C:23]2[C:28]([C:19]([NH:18][C:17]3[CH:32]=[CH:33][C:14]([Cl:13])=[CH:15][C:16]=3[F:34])=[N:20][CH:21]=[N:22]2)=[CH:27][C:26]=1[O:29][CH3:30])(=[O:64])[NH2:65]. The yield is 0.320. (6) The reactants are [CH:1]1([Mg]Br)[CH2:3][CH2:2]1.[Cl:6][C:7]1[CH:8]=[CH:9][C:10]([C:30](OC)=[O:31])=[C:11]2[C:15]=1[N:14]=[C:13]1[N:16]([C:20]3[C:21]([CH3:29])=[N:22][C:23]([O:27][CH3:28])=[N:24][C:25]=3[CH3:26])[CH2:17][CH2:18][CH2:19][N:12]21.O1[CH2:38][CH2:37][CH2:36]C1. No catalyst specified. The product is [Cl:6][C:7]1[C:15]2[N:14]=[C:13]3[N:16]([C:20]4[C:25]([CH3:26])=[N:24][C:23]([O:27][CH3:28])=[N:22][C:21]=4[CH3:29])[CH2:17][CH2:18][CH2:19][N:12]3[C:11]=2[C:10]([C:30]([CH:36]2[CH2:37][CH2:38]2)([CH:1]2[CH2:3][CH2:2]2)[OH:31])=[CH:9][CH:8]=1. The yield is 0.380. (7) The reactants are [CH2:1]([O:3][C:4](=[O:22])[CH2:5][CH2:6][CH:7]([C:13]1[CH:18]=[CH:17][CH:16]=[CH:15][C:14]=1[N+:19]([O-:21])=[O:20])[O:8][Si](C)(C)C)[CH3:2].[Cr](Cl)([O-])(=O)=O.[NH+]1C=CC=CC=1. The catalyst is C(Cl)Cl. The product is [CH2:1]([O:3][C:4](=[O:22])[CH2:5][CH2:6][C:7]([C:13]1[CH:18]=[CH:17][CH:16]=[CH:15][C:14]=1[N+:19]([O-:21])=[O:20])=[O:8])[CH3:2]. The yield is 0.920.